The task is: Predict the reaction yield, written as a fraction of the theoretical maximum amount of product (1.0 means a 100% yield; for example, 0.34 means a 34% yield).. This data is from Reaction yield outcomes from USPTO patents with 853,638 reactions. The reactants are C([NH:5][S:6]([C:9]1[S:10][C:11]([C:14]2[N:15]=[C:16]([C:19]3[CH:24]=[C:23]([C:25]4[CH:30]=[CH:29][C:28]([C:31]([F:34])([F:33])[F:32])=[CH:27][CH:26]=4)[CH:22]=[C:21]([CH3:35])[N:20]=3)[S:17][CH:18]=2)=[CH:12][CH:13]=1)(=[O:8])=[O:7])(C)(C)C. The catalyst is C(O)(C(F)(F)F)=O. The product is [CH3:35][C:21]1[N:20]=[C:19]([C:16]2[S:17][CH:18]=[C:14]([C:11]3[S:10][C:9]([S:6]([NH2:5])(=[O:8])=[O:7])=[CH:13][CH:12]=3)[N:15]=2)[CH:24]=[C:23]([C:25]2[CH:30]=[CH:29][C:28]([C:31]([F:34])([F:32])[F:33])=[CH:27][CH:26]=2)[CH:22]=1. The yield is 0.830.